From a dataset of Full USPTO retrosynthesis dataset with 1.9M reactions from patents (1976-2016). Predict the reactants needed to synthesize the given product. (1) Given the product [CH3:1][C:2]1[C@@H:19]([O:20][C:21]([C@H:23]([OH:39])[C@@H:24]([NH:31][C:32]([O:34][C:35]([CH3:36])([CH3:37])[CH3:38])=[O:33])[C:25]2[CH:26]=[CH:27][CH:28]=[CH:29][CH:30]=2)=[O:22])[CH2:18][C@:14]2([OH:40])[C:15]([CH3:16])([CH3:17])[C:3]=1[C@@H:4]([O:59][CH3:60])[C:5]([C@@:7]1([CH3:58])[C@H:12]([C@@H:13]2[O:41][C:42]([C:44]2[CH:49]=[CH:48][CH:47]=[CH:46][CH:45]=2)=[O:43])[C@:11]2([O:52][C:53]([CH3:55])=[O:54])[CH2:50][O:51][C@@H:10]2[CH2:9][C@@H:8]1[O:56][CH3:57])=[O:6].[NH2:71][CH2:72][C:73]([O-:75])=[O:74], predict the reactants needed to synthesize it. The reactants are: [CH3:1][C:2]1[C@@H:19]([O:20][C:21]([C@H:23]([OH:39])[C@@H:24]([NH:31][C:32]([O:34][C:35]([CH3:38])([CH3:37])[CH3:36])=[O:33])[C:25]2[CH:26]=[CH:27][CH:28]=[CH:29][CH:30]=2)=[O:22])[CH2:18][C@:14]2([OH:40])[C:15]([CH3:17])([CH3:16])[C:3]=1[C@@H:4]([O:59][CH3:60])[C:5]([C@@:7]1([CH3:58])[C@H:12]([C@@H:13]2[O:41][C:42]([C:44]2[CH:45]=[CH:46][CH:47]=[CH:48][CH:49]=2)=[O:43])[C@:11]2([O:52][C:53]([CH3:55])=[O:54])[CH2:50][O:51][C@@H:10]2[CH2:9][C@@H:8]1[O:56][CH3:57])=[O:6].C([NH:71][CH2:72][C:73]([O-:75])=[O:74])(OCC1C=CC=CC=1)=O.C. (2) Given the product [CH2:1]([C:3]1[C:24]([C:25]2[CH:30]=[CH:29][CH:28]=[CH:27][N:26]=2)=[C:6]2[NH:7][C:8]([C:12]3[CH:13]=[C:14]4[C:18](=[CH:19][CH:20]=3)[NH:17][N:16]=[CH:15]4)=[CH:9][C:10](=[O:11])[N:5]2[N:4]=1)[CH3:2], predict the reactants needed to synthesize it. The reactants are: [CH2:1]([C:3]1[C:24]([C:25]2[CH:30]=[CH:29][CH:28]=[CH:27][N:26]=2)=[C:6]2[NH:7][C:8]([C:12]3[CH:13]=[C:14]4[C:18](=[CH:19][CH:20]=3)[N:17](COC)[N:16]=[CH:15]4)=[CH:9][C:10](=[O:11])[N:5]2[N:4]=1)[CH3:2].Cl. (3) Given the product [Si:1]([O:8][C@@H:9]1[C@@:28]2([CH3:29])[C:13](=[CH:14][CH:15]=[C:16]3[C@@H:27]2[CH2:26][CH2:25][C@@:24]2([CH3:30])[C@H:17]3[CH2:18][CH2:19][C@@H:20]2[C@@H:21]([O:23][CH2:57][C:58]([O:60][C:61]([CH3:64])([CH3:63])[CH3:62])=[O:59])[CH3:22])[CH2:12][C@@H:11]([O:31][Si:32]([C:35]([CH3:37])([CH3:36])[CH3:38])([CH3:33])[CH3:34])[CH2:10]1)([C:4]([CH3:7])([CH3:6])[CH3:5])([CH3:3])[CH3:2], predict the reactants needed to synthesize it. The reactants are: [Si:1]([O:8][C@@H:9]1[C@@:28]2([CH3:29])[C:13](=[CH:14][CH:15]=[C:16]3[C@@H:27]2[CH2:26][CH2:25][C@@:24]2([CH3:30])[C@H:17]3[CH2:18][CH2:19][C@@H:20]2[C@@H:21]([OH:23])[CH3:22])[CH2:12][C@@H:11]([O:31][Si:32]([C:35]([CH3:38])([CH3:37])[CH3:36])([CH3:34])[CH3:33])[CH2:10]1)([C:4]([CH3:7])([CH3:6])[CH3:5])([CH3:3])[CH3:2].[H-].[Na+].C1OCCOCCOCCOCCOC1.Br[CH2:57][C:58]([O:60][C:61]([CH3:64])([CH3:63])[CH3:62])=[O:59]. (4) Given the product [Si:60]([O:59][C@@H:9]([CH2:10][C@H:11]([O:51][Si:52]([C:55]([CH3:58])([CH3:57])[CH3:56])([CH3:53])[CH3:54])/[CH:12]=[CH:13]\[C@H:14]([CH3:50])[C@H:15]([O:42][Si:43]([C:46]([CH3:49])([CH3:48])[CH3:47])([CH3:44])[CH3:45])[C@@H:16]([CH3:41])[CH2:17][C@@H:18]([CH3:40])[CH2:19][CH2:20][C@@H:21]([O:32][Si:33]([C:36]([CH3:37])([CH3:38])[CH3:39])([CH3:35])[CH3:34])[C@H:22]([CH3:31])[C@@H:23]([OH:30])[C@@H:24]([CH3:29])/[CH:25]=[CH:26]\[CH:27]=[CH2:28])[C@H:8]([CH3:67])/[CH:7]=[CH:6]/[CH:5]=[CH:4]\[C:3]([OH:68])=[O:2])([C:63]([CH3:64])([CH3:65])[CH3:66])([CH3:62])[CH3:61], predict the reactants needed to synthesize it. The reactants are: C[O:2][C:3](=[O:68])/[CH:4]=[CH:5]\[CH:6]=[CH:7]\[C@@H:8]([CH3:67])[C@@H:9]([O:59][Si:60]([C:63]([CH3:66])([CH3:65])[CH3:64])([CH3:62])[CH3:61])[CH2:10][C@H:11]([O:51][Si:52]([C:55]([CH3:58])([CH3:57])[CH3:56])([CH3:54])[CH3:53])/[CH:12]=[CH:13]\[C@H:14]([CH3:50])[C@H:15]([O:42][Si:43]([C:46]([CH3:49])([CH3:48])[CH3:47])([CH3:45])[CH3:44])[C@@H:16]([CH3:41])[CH2:17][C@@H:18]([CH3:40])[CH2:19][CH2:20][C@@H:21]([O:32][Si:33]([C:36]([CH3:39])([CH3:38])[CH3:37])([CH3:35])[CH3:34])[C@H:22]([CH3:31])[C@@H:23]([OH:30])[C@@H:24]([CH3:29])/[CH:25]=[CH:26]\[CH:27]=[CH2:28].[OH-].[K+]. (5) Given the product [I:19][C:2]1[CH:7]=[CH:6][C:5]([Si:8]([CH3:17])([O:13][CH:14]([CH3:16])[CH3:15])[O:9][CH:10]([CH3:12])[CH3:11])=[CH:4][CH:3]=1, predict the reactants needed to synthesize it. The reactants are: Br[C:2]1[CH:7]=[CH:6][C:5]([Si:8]([CH3:17])([O:13][CH:14]([CH3:16])[CH3:15])[O:9][CH:10]([CH3:12])[CH3:11])=[CH:4][CH:3]=1.[Mg].[I:19]I. (6) Given the product [CH2:1]([NH:3][C:4]1[C:8]2[C:9]([O:13][CH3:14])=[CH:10][CH:11]=[CH:12][C:7]=2[S:6](=[O:23])[N:5]=1)[CH3:2], predict the reactants needed to synthesize it. The reactants are: [CH2:1]([NH:3][C:4]1[C:8]2[C:9]([O:13][CH3:14])=[CH:10][CH:11]=[CH:12][C:7]=2[S:6][N:5]=1)[CH3:2].ClC1C=CC=C(C(OO)=[O:23])C=1. (7) Given the product [NH:20]1[C:21]2[C:17](=[CH:16][CH:15]=[C:14]([C:2]#[C:1][C:3]3[CH:8]=[CH:7][C:6]([NH2:9])=[C:5]([N+:10]([O-:12])=[O:11])[CH:4]=3)[CH:22]=2)[CH:18]=[N:19]1, predict the reactants needed to synthesize it. The reactants are: [C:1]([C:3]1[CH:8]=[CH:7][C:6]([NH2:9])=[C:5]([N+:10]([O-:12])=[O:11])[CH:4]=1)#[CH:2].I[C:14]1[CH:22]=[C:21]2[C:17]([CH:18]=[N:19][NH:20]2)=[CH:16][CH:15]=1.